Dataset: Forward reaction prediction with 1.9M reactions from USPTO patents (1976-2016). Task: Predict the product of the given reaction. (1) Given the reactants [Cl:1][C:2]1[CH:7]=[C:6]([N+:8]([O-:10])=[O:9])[CH:5]=[CH:4][C:3]=1[OH:11].[CH3:12][N:13]1[CH:17]=[CH:16][C:15]([C:18](O)=O)=[N:14]1, predict the reaction product. The product is: [Cl:1][C:2]1[CH:7]=[C:6]([N+:8]([O-:10])=[O:9])[CH:5]=[CH:4][C:3]=1[O:11][CH2:18][C:15]1[CH:16]=[CH:17][N:13]([CH3:12])[N:14]=1. (2) Given the reactants Cl[C:2]1[CH:3]=[C:4]([NH:11][S:12]([C:15]2[CH:20]=[CH:19][C:18]([F:21])=[CH:17][C:16]=2[F:22])(=[O:14])=[O:13])[C:5]2[N:6]([N:8]=[CH:9][N:10]=2)[CH:7]=1.CC1(C)C(C)(C)OB([C:31]2[CH:36]=[CH:35][N:34]=[C:33]([NH:37][C:38](=[O:40])[CH3:39])[CH:32]=2)O1.C1(P(C2CCCCC2)C2C=CC=CC=2C2C(C(C)C)=CC(C(C)C)=CC=2C(C)C)CCCCC1.P([O-])([O-])([O-])=O.[K+].[K+].[K+], predict the reaction product. The product is: [F:22][C:16]1[CH:17]=[C:18]([F:21])[CH:19]=[CH:20][C:15]=1[S:12]([NH:11][C:4]1[C:5]2[N:6]([N:8]=[CH:9][N:10]=2)[CH:7]=[C:2]([C:31]2[CH:36]=[CH:35][N:34]=[C:33]([NH:37][C:38](=[O:40])[CH3:39])[CH:32]=2)[CH:3]=1)(=[O:14])=[O:13]. (3) Given the reactants [C:1]1(/[C:7](/[C:17]2[CH:22]=[CH:21][C:20]([CH:23]=[CH:24][C:25](O)=[O:26])=[CH:19][CH:18]=2)=[C:8](/[C:11]2[CH:16]=[CH:15][CH:14]=[CH:13][CH:12]=2)\[CH2:9][CH3:10])[CH:6]=[CH:5][CH:4]=[CH:3][CH:2]=1.[F:28][C:29]([F:41])([F:40])[C:30]1[CH:31]=[C:32]([S:36]([NH2:39])(=[O:38])=[O:37])[CH:33]=[CH:34][CH:35]=1, predict the reaction product. The product is: [C:1]1([C:7]([C:17]2[CH:22]=[CH:21][C:20]([CH:23]=[CH:24][C:25]([NH:39][S:36]([C:32]3[CH:33]=[CH:34][CH:35]=[C:30]([C:29]([F:28])([F:40])[F:41])[CH:31]=3)(=[O:38])=[O:37])=[O:26])=[CH:19][CH:18]=2)=[C:8]([C:11]2[CH:16]=[CH:15][CH:14]=[CH:13][CH:12]=2)[CH2:9][CH3:10])[CH:2]=[CH:3][CH:4]=[CH:5][CH:6]=1.